This data is from Full USPTO retrosynthesis dataset with 1.9M reactions from patents (1976-2016). The task is: Predict the reactants needed to synthesize the given product. (1) Given the product [Cl:8][C:5]1[CH:6]=[CH:7][C:2]([N:13]2[CH2:17][CH2:16][CH:15]([CH2:18][CH2:19][C:20]([O:22][CH2:23][CH3:24])=[O:21])[CH2:14]2)=[CH:3][C:4]=1[C:9]([F:12])([F:11])[F:10], predict the reactants needed to synthesize it. The reactants are: Br[C:2]1[CH:7]=[CH:6][C:5]([Cl:8])=[C:4]([C:9]([F:12])([F:11])[F:10])[CH:3]=1.[NH:13]1[CH2:17][CH2:16][CH:15]([CH2:18][CH2:19][C:20]([O:22][CH2:23][CH3:24])=[O:21])[CH2:14]1. (2) Given the product [C:42]([O:41][C:39]([N:30]([CH2:31][CH2:32][C:33]1[CH:38]=[CH:37][CH:36]=[CH:35][N:34]=1)[C:27]1[CH:26]=[CH:25][C:24]([NH:23][C:21]([C:16]2[CH:17]=[CH:18][CH:19]=[CH:20][C:15]=2[C:12]2[CH:13]=[CH:14][C:9]([OH:8])=[CH:10][CH:11]=2)=[O:22])=[CH:29][CH:28]=1)=[O:40])([CH3:45])([CH3:43])[CH3:44], predict the reactants needed to synthesize it. The reactants are: C([O:8][C:9]1[CH:14]=[CH:13][C:12]([C:15]2[CH:20]=[CH:19][CH:18]=[CH:17][C:16]=2[C:21]([NH:23][C:24]2[CH:29]=[CH:28][C:27]([N:30]([C:39]([O:41][C:42]([CH3:45])([CH3:44])[CH3:43])=[O:40])[CH2:31][CH2:32][C:33]3[CH:38]=[CH:37][CH:36]=[CH:35][N:34]=3)=[CH:26][CH:25]=2)=[O:22])=[CH:11][CH:10]=1)C1C=CC=CC=1.[H][H]. (3) Given the product [CH:20]1([CH:23]([OH:24])[C:2]2[CH:7]=[C:6]([CH3:8])[C:5]([N:9]=[CH:10][N:11]([CH3:13])[CH3:12])=[C:4]([CH3:14])[CH:3]=2)[CH2:22][CH2:21]1, predict the reactants needed to synthesize it. The reactants are: Br[C:2]1[CH:7]=[C:6]([CH3:8])[C:5]([N:9]=[CH:10][N:11]([CH3:13])[CH3:12])=[C:4]([CH3:14])[CH:3]=1.C([Li])CCC.[CH:20]1([CH:23]=[O:24])[CH2:22][CH2:21]1. (4) Given the product [NH2:36][C:22]1[C:21]2[N:20]=[C:19]([CH2:31][CH2:32][CH3:33])[N:18]([CH2:17][CH2:16][CH2:15][C:14]([NH:13][CH3:12])=[O:34])[C:30]=2[C:29]2[CH:28]=[CH:27][CH:26]=[CH:25][C:24]=2[N:23]=1, predict the reactants needed to synthesize it. The reactants are: C1C=C(Cl)C=C(C(OO)=O)C=1.[CH3:12][NH:13][C:14](=[O:34])[CH2:15][CH2:16][CH2:17][N:18]1[C:30]2[C:29]3[CH:28]=[CH:27][CH:26]=[CH:25][C:24]=3[N:23]=[CH:22][C:21]=2[N:20]=[C:19]1[CH2:31][CH2:32][CH3:33].[OH-].[NH4+:36].C1(C)C=CC(S(Cl)(=O)=O)=CC=1. (5) The reactants are: [Br:1][C:2]1[C:3]([F:12])=[C:4]2[C:10]([NH2:11])=[CH:9][NH:8][C:5]2=[N:6][CH:7]=1.[CH3:13][C:14](OC(C)=O)=[O:15]. Given the product [Br:1][C:2]1[C:3]([F:12])=[C:4]2[C:10]([NH:11][C:14](=[O:15])[CH3:13])=[CH:9][NH:8][C:5]2=[N:6][CH:7]=1, predict the reactants needed to synthesize it. (6) Given the product [CH2:6]([N:8]([CH2:9][CH3:10])[C:3](=[O:4])[CH2:2][N:11]([S:25]([C:20]1[C:19]([CH3:29])=[CH:24][CH:23]=[CH:22][CH:21]=1)(=[O:27])=[O:26])[C:12]1[CH:17]=[CH:16][C:15]([CH3:18])=[CH:14][CH:13]=1)[CH3:7], predict the reactants needed to synthesize it. The reactants are: Br[CH2:2][C:3](Br)=[O:4].[CH2:6]([NH:8][CH2:9][CH3:10])[CH3:7].[NH2:11][C:12]1[CH:17]=[CH:16][C:15]([CH3:18])=[CH:14][CH:13]=1.[C:19]1([CH3:29])[C:20]([S:25](Cl)(=[O:27])=[O:26])=[CH:21][CH:22]=[CH:23][CH:24]=1. (7) Given the product [F:13][CH2:12][CH2:11][C:8]1[CH:7]=[C:6]([C:4]([OH:5])=[O:3])[O:10][N:9]=1, predict the reactants needed to synthesize it. The reactants are: C([O:3][C:4]([C:6]1[O:10][N:9]=[C:8]([CH2:11][CH2:12][F:13])[CH:7]=1)=[O:5])C.[Li+].[OH-]. (8) Given the product [Br:50][C:49]1[CH:48]=[CH:47][C:45]([NH:46][C:34]([NH:11][C:10]2[CH:12]=[CH:13][CH:14]=[C:8]([C:6]3[C:5]([C:15]4[CH:16]=[CH:17][N:18]=[CH:19][CH:20]=4)=[N:4][N:3]([CH2:1][CH3:2])[CH:7]=3)[CH:9]=2)=[O:40])=[CH:44][C:43]=1[F:42], predict the reactants needed to synthesize it. The reactants are: [CH2:1]([N:3]1[CH:7]=[C:6]([C:8]2[CH:9]=[C:10]([CH:12]=[CH:13][CH:14]=2)[NH2:11])[C:5]([C:15]2[CH:20]=[CH:19][N:18]=[CH:17][CH:16]=2)=[N:4]1)[CH3:2].CCN(C(C)C)C(C)C.ClC(Cl)(O[C:34](=[O:40])OC(Cl)(Cl)Cl)Cl.[F:42][C:43]1[CH:44]=[C:45]([CH:47]=[CH:48][C:49]=1[Br:50])[NH2:46]. (9) Given the product [Cl:1][C:2]1[CH:3]=[C:4]([C:5]2[O:6][N:18]=[C:19]([C:20]3[CH:29]=[CH:28][CH:27]=[C:26]4[C:21]=3[CH:22]=[CH:23][N:24]=[C:25]4[CH2:30][CH2:31][C:32]([O:34][C:35]([CH3:38])([CH3:37])[CH3:36])=[O:33])[N:39]=2)[CH:8]=[CH:9][C:10]=1[O:11][CH2:12][C:13]([F:16])([F:15])[F:14], predict the reactants needed to synthesize it. The reactants are: [Cl:1][C:2]1[CH:3]=[C:4]([CH:8]=[CH:9][C:10]=1[O:11][CH2:12][C:13]([F:16])([F:15])[F:14])[C:5](Cl)=[O:6].O[NH:18][C:19](=[NH:39])[C:20]1[CH:29]=[CH:28][CH:27]=[C:26]2[C:21]=1[CH:22]=[CH:23][N:24]=[C:25]2[CH2:30][CH2:31][C:32]([O:34][C:35]([CH3:38])([CH3:37])[CH3:36])=[O:33].C(N(CC)CC)C. (10) Given the product [NH2:6][CH2:5][C:15]([C:12]1[CH:13]=[CH:14][C:9]([O:8][CH3:7])=[CH:10][CH:11]=1)([OH:17])[CH3:16], predict the reactants needed to synthesize it. The reactants are: C[Si]([C:5]#[N:6])(C)C.[CH3:7][O:8][C:9]1[CH:14]=[CH:13][C:12]([C:15](=[O:17])[CH3:16])=[CH:11][CH:10]=1.C1COCC1.Cl.